From a dataset of Forward reaction prediction with 1.9M reactions from USPTO patents (1976-2016). Predict the product of the given reaction. (1) Given the reactants [C:1]([O:4][C:5]1[CH:6]=[C:7]([CH:13]=[CH:14][C:15]=1[O:16][C:17](=[O:19])[CH3:18])/[CH:8]=[CH:9]/[C:10](O)=[O:11])(=[O:3])[CH3:2].S(Cl)([Cl:22])=O, predict the reaction product. The product is: [C:1]([O:4][C:5]1[CH:6]=[C:7]([CH:13]=[CH:14][C:15]=1[O:16][C:17](=[O:19])[CH3:18])/[CH:8]=[CH:9]/[C:10]([Cl:22])=[O:11])(=[O:3])[CH3:2]. (2) Given the reactants [CH2:1]([O:3][C:4](=[O:39])[CH2:5][CH2:6][CH2:7][O:8][C:9]1[CH:14]=[CH:13][CH:12]=[C:11]([CH2:15][CH2:16][CH2:17][CH2:18][CH2:19][CH2:20][O:21][C:22]2[CH:27]=[C:26](Br)[CH:25]=[C:24]([C:29](=[O:31])[CH3:30])[CH:23]=2)[C:10]=1[CH2:32][CH2:33][C:34]([O:36][CH2:37][CH3:38])=[O:35])[CH3:2].[S:40]1[CH:44]=[CH:43][C:42](B(O)O)=[CH:41]1.C(=O)([O-])[O-].[Cs+].[Cs+], predict the reaction product. The product is: [CH2:1]([O:3][C:4](=[O:39])[CH2:5][CH2:6][CH2:7][O:8][C:9]1[CH:14]=[CH:13][CH:12]=[C:11]([CH2:15][CH2:16][CH2:17][CH2:18][CH2:19][CH2:20][O:21][C:22]2[CH:27]=[C:26]([C:42]3[CH:43]=[CH:44][S:40][CH:41]=3)[CH:25]=[C:24]([C:29](=[O:31])[CH3:30])[CH:23]=2)[C:10]=1[CH2:32][CH2:33][C:34]([O:36][CH2:37][CH3:38])=[O:35])[CH3:2]. (3) Given the reactants [NH2:1][C:2]12[CH2:9][CH2:8][C:5]([C:10]3[NH:18][C:17]4[C:16](=[O:19])[N:15]([CH2:20][CH2:21][CH3:22])[C:14](=[O:23])[N:13]([CH2:24][CH2:25][CH3:26])[C:12]=4[N:11]=3)([CH2:6][CH2:7]1)[CH2:4][CH2:3]2.[CH3:27][S:28](Cl)(=[O:30])=[O:29], predict the reaction product. The product is: [O:23]=[C:14]1[N:13]([CH2:24][CH2:25][CH3:26])[C:12]2[N:11]=[C:10]([C:5]34[CH2:8][CH2:9][C:2]([NH:1][S:28]([CH3:27])(=[O:30])=[O:29])([CH2:7][CH2:6]3)[CH2:3][CH2:4]4)[NH:18][C:17]=2[C:16](=[O:19])[N:15]1[CH2:20][CH2:21][CH3:22]. (4) Given the reactants [Cl:1][C:2]1[CH:3]=[C:4]2[C:8](=[CH:9][CH:10]=1)[NH:7][CH2:6][CH2:5]2.[N:11]([O-])=[O:12].[Na+].[OH-].[Na+], predict the reaction product. The product is: [Cl:1][C:2]1[CH:3]=[C:4]2[C:8](=[CH:9][CH:10]=1)[N:7]([N:11]=[O:12])[CH2:6][CH2:5]2.